From a dataset of Peptide-MHC class II binding affinity with 134,281 pairs from IEDB. Regression. Given a peptide amino acid sequence and an MHC pseudo amino acid sequence, predict their binding affinity value. This is MHC class II binding data. (1) The peptide sequence is FKLSSSEPHCALLDC. The MHC is DRB1_0101 with pseudo-sequence DRB1_0101. The binding affinity (normalized) is 0.428. (2) The peptide sequence is LGGLWKTVSPHLSPI. The MHC is HLA-DPA10301-DPB10402 with pseudo-sequence HLA-DPA10301-DPB10402. The binding affinity (normalized) is 0.281. (3) The peptide sequence is IDGKSRKECPFSNRV. The MHC is HLA-DQA10501-DQB10302 with pseudo-sequence HLA-DQA10501-DQB10302. The binding affinity (normalized) is 0.